From a dataset of Forward reaction prediction with 1.9M reactions from USPTO patents (1976-2016). Predict the product of the given reaction. Given the reactants [N:1]1[C:9]([NH2:10])=[C:8]2[C:4]([NH:5][CH:6]=[N:7]2)=[N:3][CH:2]=1.[H-].[Na+].Br[CH2:14][C:15]1[N:16]([S:30]([C:33]2[CH:38]=[CH:37][C:36]([CH3:39])=[CH:35][CH:34]=2)(=[O:32])=[O:31])[C:17]2[C:22]([C:23]=1[C:24]1[CH:29]=[CH:28][CH:27]=[CH:26][CH:25]=1)=[CH:21][CH:20]=[CH:19][CH:18]=2, predict the reaction product. The product is: [C:24]1([C:23]2[C:22]3[C:17](=[CH:18][CH:19]=[CH:20][CH:21]=3)[N:16]([S:30]([C:33]3[CH:34]=[CH:35][C:36]([CH3:39])=[CH:37][CH:38]=3)(=[O:32])=[O:31])[C:15]=2[CH2:14][N:5]2[CH:6]=[N:7][C:8]3[C:4]2=[N:3][CH:2]=[N:1][C:9]=3[NH2:10])[CH:25]=[CH:26][CH:27]=[CH:28][CH:29]=1.